This data is from HIV replication inhibition screening data with 41,000+ compounds from the AIDS Antiviral Screen. The task is: Binary Classification. Given a drug SMILES string, predict its activity (active/inactive) in a high-throughput screening assay against a specified biological target. (1) The molecule is Nc1nc(NC2C3CC4CC(C3)CC2C4)nc(-c2n[nH]c(=S)o2)n1. The result is 0 (inactive). (2) The drug is O=C1Nc2c(ccc(Cl)c2I)C1=O. The result is 0 (inactive). (3) The compound is CCOC(=O)c1sc2[n+](c1C)C(=O)C(=Cc1cc(OC)c(OC)c(OC)c1)S2.[Cl-]. The result is 0 (inactive). (4) The compound is CC1C(c2ccccc2)OC(N2CCOCC2)C(C)(C)CN1C. The result is 0 (inactive). (5) The drug is CC(C#N)(NO)C(C)(C#N)NO. The result is 0 (inactive). (6) The molecule is N#Cc1cc([N+](=O)[O-])ccc1NC(=O)C(=O)C(C(=O)C=Cc1ccccc1)C1OC(=O)c2ccccc21. The result is 0 (inactive). (7) The compound is N#Cc1c(=O)[nH]c(=O)n2c1[nH]c1ccccc12. The result is 0 (inactive).